From a dataset of Forward reaction prediction with 1.9M reactions from USPTO patents (1976-2016). Predict the product of the given reaction. Given the reactants C(=O)([O-])[O-].[K+].[K+].[C:7](Cl)([C:20]1[CH:25]=[CH:24][CH:23]=[CH:22][CH:21]=1)([C:14]1[CH:19]=[CH:18][CH:17]=[CH:16][CH:15]=1)[C:8]1[CH:13]=[CH:12][CH:11]=[CH:10][CH:9]=1.[CH3:27][C:28]1[NH:32][N:31]=[CH:30][C:29]=1[C:33]([O:35]C)=[O:34].CCOC(C)=O, predict the reaction product. The product is: [CH3:27][C:28]1[C:29]([C:33]([OH:35])=[O:34])=[CH:30][N:31]([C:7]([C:20]2[CH:25]=[CH:24][CH:23]=[CH:22][CH:21]=2)([C:14]2[CH:19]=[CH:18][CH:17]=[CH:16][CH:15]=2)[C:8]2[CH:13]=[CH:12][CH:11]=[CH:10][CH:9]=2)[N:32]=1.